Dataset: Catalyst prediction with 721,799 reactions and 888 catalyst types from USPTO. Task: Predict which catalyst facilitates the given reaction. Reactant: I[C:2]1[C:3](=[O:12])[NH:4][C:5]2[C:10]([CH:11]=1)=[CH:9][CH:8]=[CH:7][CH:6]=2.C(OC([N:20]1[C:28]2[C:23](=[CH:24][C:25]([S:29]([N:32]3[CH2:37][CH2:36][N:35]([CH3:38])[CH2:34][CH2:33]3)(=[O:31])=[O:30])=[CH:26][CH:27]=2)[CH:22]=[C:21]1B(O)O)=O)(C)(C)C.[Cl-].[Li+].C(=O)([O-])[O-].[Na+].[Na+]. Product: [CH3:38][N:35]1[CH2:36][CH2:37][N:32]([S:29]([C:25]2[CH:24]=[C:23]3[C:28](=[CH:27][CH:26]=2)[NH:20][C:21]([C:2]2[C:3](=[O:12])[NH:4][C:5]4[C:10]([CH:11]=2)=[CH:9][CH:8]=[CH:7][CH:6]=4)=[CH:22]3)(=[O:31])=[O:30])[CH2:33][CH2:34]1. The catalyst class is: 77.